Predict which catalyst facilitates the given reaction. From a dataset of Catalyst prediction with 721,799 reactions and 888 catalyst types from USPTO. (1) Reactant: C(O)(=O)C.O.[Cl:6][C:7]1[CH:43]=[CH:42][CH:41]=[CH:40][C:8]=1[CH2:9][C:10]1[C:11]([CH:35](OC)[O:36]C)=[N:12][N:13]([S:29]([N:32]([CH3:34])[CH3:33])(=[O:31])=[O:30])[C:14]=1[N:15]1[CH2:20][CH2:19][CH2:18][C@@H:17]([NH:21][C:22](=[O:28])[O:23][C:24]([CH3:27])([CH3:26])[CH3:25])[CH2:16]1. Product: [Cl:6][C:7]1[CH:43]=[CH:42][CH:41]=[CH:40][C:8]=1[CH2:9][C:10]1[C:11]([CH:35]=[O:36])=[N:12][N:13]([S:29]([N:32]([CH3:34])[CH3:33])(=[O:31])=[O:30])[C:14]=1[N:15]1[CH2:20][CH2:19][CH2:18][C@@H:17]([NH:21][C:22](=[O:28])[O:23][C:24]([CH3:27])([CH3:25])[CH3:26])[CH2:16]1. The catalyst class is: 12. (2) Reactant: [NH2:1][C@H:2]([C:13]([OH:15])=[O:14])[CH2:3][C:4]1[C:12]2[C:7](=[CH:8][CH:9]=[CH:10][CH:11]=2)[NH:6][CH:5]=1.OS(O)(=O)=O.[CH:21](=O)[CH2:22][CH3:23]. Product: [CH2:22]([CH:23]1[C:5]2[NH:6][C:7]3[C:12](=[CH:11][CH:10]=[CH:9][CH:8]=3)[C:4]=2[CH2:3][CH:2]([C:13]([OH:15])=[O:14])[NH:1]1)[CH3:21]. The catalyst class is: 6. (3) Reactant: [C:1]([O:5][C:6](=[O:35])[NH:7][CH2:8][CH2:9][CH2:10][N:11]1[C:20]2[CH:19]=[CH:18][C:17]([N+:21]([O-])=O)=[CH:16][C:15]=2[C:14]2=[N:24][N:25]([CH:28]3[CH2:33][CH2:32][CH2:31][CH2:30][O:29]3)[C:26]([CH3:27])=[C:13]2[C:12]1=[O:34])([CH3:4])([CH3:3])[CH3:2]. Product: [C:1]([O:5][C:6](=[O:35])[NH:7][CH2:8][CH2:9][CH2:10][N:11]1[C:20]2[CH:19]=[CH:18][C:17]([NH2:21])=[CH:16][C:15]=2[C:14]2=[N:24][N:25]([CH:28]3[CH2:33][CH2:32][CH2:31][CH2:30][O:29]3)[C:26]([CH3:27])=[C:13]2[C:12]1=[O:34])([CH3:4])([CH3:2])[CH3:3]. The catalyst class is: 19. (4) Reactant: [CH3:1][N:2]([CH3:23])[C:3]1[CH:12]=[CH:11][C:10]([C:13]2[S:14][C:15]3[CH:21]([OH:22])[CH2:20][CH2:19][CH2:18][C:16]=3[N:17]=2)=[CH:9][C:4]=1[C:5](OC)=[O:6].[H-].C([Al+]CC(C)C)C(C)C. Product: [CH3:1][N:2]([CH3:23])[C:3]1[CH:12]=[CH:11][C:10]([C:13]2[S:14][C:15]3[CH:21]([OH:22])[CH2:20][CH2:19][CH2:18][C:16]=3[N:17]=2)=[CH:9][C:4]=1[CH2:5][OH:6]. The catalyst class is: 2. (5) Reactant: FC(F)(F)S(O[C:7]1[C:8]([C:13]([O:15][CH3:16])=[O:14])=[N:9][CH:10]=[CH:11][CH:12]=1)(=O)=O.C(=O)([O-])[O-].[K+].[K+].[C:25]1(B(O)O)[CH:30]=[CH:29][CH:28]=[CH:27][CH:26]=1. Product: [C:25]1([C:7]2[C:8]([C:13]([O:15][CH3:16])=[O:14])=[N:9][CH:10]=[CH:11][CH:12]=2)[CH:30]=[CH:29][CH:28]=[CH:27][CH:26]=1. The catalyst class is: 109. (6) Reactant: C(=O)C.[CH3:4][O:5][C:6]1[CH:12]=[CH:11][C:9]([NH2:10])=CC=1.P(O)(O[C:16]1[CH:21]=CC=[CH:18][CH:17]=1)(O[C:16]1[CH:21]=CC=[CH:18][CH:17]=1)=O.[CH:30](/[NH:33][C:34](=[O:43])[O:35][CH2:36][C:37]1[CH:42]=[CH:41][CH:40]=[CH:39][CH:38]=1)=[CH:31]\[CH3:32]. Product: [CH3:4][O:5][C:6]1[CH:32]=[C:31]2[C:9](=[CH:11][CH:12]=1)[NH:10][C@@H:17]([CH3:18])[C@H:16]([CH3:21])[C@H:30]2[NH:33][C:34](=[O:43])[O:35][CH2:36][C:37]1[CH:38]=[CH:39][CH:40]=[CH:41][CH:42]=1. The catalyst class is: 4. (7) Reactant: [F:1][C:2]1[CH:7]=[C:6]([F:8])[CH:5]=[CH:4][C:3]=1[C:9]1[N:10]=[C:11]2[CH2:16][CH2:15][CH2:14][CH2:13][N:12]2[CH:17]=1.C1C(=O)N([I:25])C(=O)C1. Product: [F:1][C:2]1[CH:7]=[C:6]([F:8])[CH:5]=[CH:4][C:3]=1[C:9]1[N:10]=[C:11]2[CH2:16][CH2:15][CH2:14][CH2:13][N:12]2[C:17]=1[I:25]. The catalyst class is: 3. (8) Reactant: [Cl:1][C:2]1[CH:7]=[C:6]([F:8])[CH:5]=[CH:4][C:3]=1[C@H:9]1[C:14]([C:15]([O:17][C@H:18]([CH3:24])[C:19]([O:21][CH2:22][CH3:23])=[O:20])=[O:16])=[C:13]([CH2:25]Br)[NH:12][C:11]([C:27]2[S:28][CH:29]=[CH:30][N:31]=2)=[N:10]1.[NH:32]1[CH2:37][CH2:36][O:35][CH2:34][C@H:33]1[C:38]([OH:40])=[O:39].C(=O)([O-])[O-].[K+].[K+]. Product: [Cl:1][C:2]1[CH:7]=[C:6]([F:8])[CH:5]=[CH:4][C:3]=1[C@@H:9]1[N:10]=[C:11]([C:27]2[S:28][CH:29]=[CH:30][N:31]=2)[NH:12][C:13]([CH2:25][N:32]2[CH2:37][CH2:36][O:35][CH2:34][C@H:33]2[C:38]([OH:40])=[O:39])=[C:14]1[C:15]([O:17][C@H:18]([CH3:24])[C:19]([O:21][CH2:22][CH3:23])=[O:20])=[O:16]. The catalyst class is: 8. (9) Reactant: [Br:1][C:2]1[O:6][C:5]([CH2:7][NH:8][CH2:9][CH:10]([CH3:12])[CH3:11])=[CH:4][CH:3]=1.C(N(CC)C(C)C)(C)C.[Cl:22][C:23]1[CH:28]=[CH:27][CH:26]=[CH:25][C:24]=1[S:29](Cl)(=[O:31])=[O:30].O. Product: [Br:1][C:2]1[O:6][C:5]([CH2:7][N:8]([CH2:9][CH:10]([CH3:12])[CH3:11])[S:29]([C:24]2[CH:25]=[CH:26][CH:27]=[CH:28][C:23]=2[Cl:22])(=[O:31])=[O:30])=[CH:4][CH:3]=1. The catalyst class is: 4.